Dataset: Reaction yield outcomes from USPTO patents with 853,638 reactions. Task: Predict the reaction yield, written as a fraction of the theoretical maximum amount of product (1.0 means a 100% yield; for example, 0.34 means a 34% yield). (1) The reactants are C1(P(=O)(C2C=CC=CC=2)C2C=CC=CC=2)C=CC=CC=1.F[C:30](F)(F)[S:27](O[S:27]([C:30](F)(F)F)(=[O:29])=[O:28])(=[O:29])=[O:28].C([S:43][CH:44]([CH2:77][N:78]1[CH2:83][CH2:82][N:81]([S:84]([CH3:87])(=[O:86])=[O:85])[CH2:80][CH2:79]1)[CH2:45][NH:46][C:47]([C:49]1[NH:50][C:51]2[C:56]([CH:57]=1)=[CH:55][C:54]([O:58][CH2:59][CH2:60][CH2:61]S(C)(=O)=O)=[CH:53][C:52]=2[N:66]([CH3:76])[S:67]([C:70]1[CH:75]=[CH:74][CH:73]=[CH:72][N:71]=1)(=[O:69])=[O:68])=O)C1C=CC=CC=1. The catalyst is ClCCl.C(OCC)(=O)C. The product is [CH3:76][N:66]([C:52]1[CH:53]=[C:54]([O:58][CH2:59][CH2:60][CH2:61][S:27]([CH3:30])(=[O:28])=[O:29])[CH:55]=[C:56]2[C:51]=1[NH:50][C:49]([C:47]1[S:43][CH:44]([CH2:77][N:78]3[CH2:79][CH2:80][N:81]([S:84]([CH3:87])(=[O:85])=[O:86])[CH2:82][CH2:83]3)[CH2:45][N:46]=1)=[CH:57]2)[S:67]([C:70]1[CH:75]=[CH:74][CH:73]=[CH:72][N:71]=1)(=[O:68])=[O:69]. The yield is 0.480. (2) The reactants are O[C@@H:2]1[CH2:6][CH2:5][C@H:4]([CH2:7][PH:8](=[O:13])[O:9]C(C)C)[CH2:3]1.CCOC(/[N:19]=N/C(OCC)=O)=O.N=[N+]=[N-].C1(P(C2C=CC=CC=2)C2C=CC=CC=2)C=CC=CC=1. The catalyst is C1C=CC=CC=1.C1COCC1.O. The product is [NH2:19][C@H:2]1[CH2:6][CH2:5][C@H:4]([CH2:7][PH:8](=[O:13])[OH:9])[CH2:3]1. The yield is 0.430.